This data is from Full USPTO retrosynthesis dataset with 1.9M reactions from patents (1976-2016). The task is: Predict the reactants needed to synthesize the given product. (1) Given the product [NH2:1][C:2]1[C:3]([O:14][CH3:15])=[C:4]([C:10]([O:12][CH3:13])=[O:11])[N:5]=[C:6]([C:22]2[CH:23]=[N:24][C:19]([CH:16]3[CH2:18][CH2:17]3)=[CH:20][CH:21]=2)[C:7]=1[F:8], predict the reactants needed to synthesize it. The reactants are: [NH2:1][C:2]1[C:7]([F:8])=[C:6](Cl)[N:5]=[C:4]([C:10]([O:12][CH3:13])=[O:11])[C:3]=1[O:14][CH3:15].[CH:16]1([C:19]2[N:24]=[CH:23][C:22](B(O)O)=[CH:21][CH:20]=2)[CH2:18][CH2:17]1.[F-].[Cs+].C(#N)C. (2) Given the product [CH3:1][C:2]([CH3:28])([CH2:16][CH2:17][OH:18])[CH2:3][CH2:4][C:5]12[CH:14]=[CH:13][CH:12]=[CH:11][CH:10]1[C:9](=[O:15])[NH:8][C:6]2=[O:7], predict the reactants needed to synthesize it. The reactants are: [CH3:1][C:2]([CH3:28])([CH2:16][CH2:17][O:18]COCC1C=CC=CC=1)[CH2:3][CH2:4][C:5]12[CH:14]=[CH:13][CH:12]=[CH:11][CH:10]1[C:9](=[O:15])[NH:8][C:6]2=[O:7].Cl. (3) Given the product [ClH:12].[Cl:12][CH2:2][C:3]1[C:4]([CH3:9])=[N:5][CH:6]=[CH:7][CH:8]=1, predict the reactants needed to synthesize it. The reactants are: O[CH2:2][C:3]1[C:4]([CH3:9])=[N:5][CH:6]=[CH:7][CH:8]=1.O=S(Cl)[Cl:12].O. (4) Given the product [Si:22]([O:29][CH2:30][CH2:31][NH:32][C:33]1[CH:34]=[CH:35][C:36]([NH:39][C:16]([C:15]2[C:11]([NH:10][C:8]([C:5]3[CH:4]=[CH:3][C:2]([Cl:1])=[CH:7][N:6]=3)=[O:9])=[N:12][N:13]([CH3:21])[CH:14]=2)=[O:18])=[CH:37][CH:38]=1)([C:25]([CH3:28])([CH3:27])[CH3:26])([CH3:24])[CH3:23], predict the reactants needed to synthesize it. The reactants are: [Cl:1][C:2]1[CH:3]=[CH:4][C:5]([C:8]([NH:10][C:11]2[C:15]([C:16]([O:18]CC)=O)=[CH:14][N:13]([CH3:21])[N:12]=2)=[O:9])=[N:6][CH:7]=1.[Si:22]([O:29][CH2:30][CH2:31][NH:32][C:33]1[CH:38]=[CH:37][C:36]([NH2:39])=[CH:35][CH:34]=1)([C:25]([CH3:28])([CH3:27])[CH3:26])([CH3:24])[CH3:23].C[Al](C)C. (5) Given the product [Cl:1][C:2]1[C:3]([CH3:17])=[C:4]([C:8]([N:10]2[CH2:15][CH2:14][N:13]3[C:33]([C:29]4[N:30]=[CH:31][S:32][C:28]=4[CH3:27])=[N:35][N:36]=[C:12]3[CH2:11]2)=[O:9])[CH:5]=[CH:6][CH:7]=1, predict the reactants needed to synthesize it. The reactants are: [Cl:1][C:2]1[C:3]([CH3:17])=[C:4]([C:8]([N:10]2[CH2:15][CH2:14][NH:13][C:12](=O)[CH2:11]2)=[O:9])[CH:5]=[CH:6][CH:7]=1.F[B-](F)(F)F.C[O+](C)C.[CH3:27][C:28]1[S:32][CH:31]=[N:30][C:29]=1[C:33]([NH:35][NH2:36])=O.